This data is from Forward reaction prediction with 1.9M reactions from USPTO patents (1976-2016). The task is: Predict the product of the given reaction. Given the reactants [CH3:1][O:2][C:3]1[CH:4]=[C:5]([CH:14]=[CH:15][CH:16]=1)[CH2:6][CH:7]1[CH2:12][CH2:11][CH2:10][CH2:9][C:8]1=O.COC1C=C2C(C3CCCCC=3C2)=CC=1, predict the reaction product. The product is: [CH3:1][O:2][C:3]1[CH:4]=[C:5]2[C:14]([CH:12]3[CH:7]([CH2:6]2)[CH2:8][CH2:9][CH2:10][CH2:11]3)=[CH:15][CH:16]=1.